From a dataset of Full USPTO retrosynthesis dataset with 1.9M reactions from patents (1976-2016). Predict the reactants needed to synthesize the given product. (1) Given the product [N:20]1([CH2:2][CH2:3][CH2:4][Si:5]([CH2:11][CH2:12][CH3:13])([CH2:8][CH2:9][CH3:10])[O:6][CH3:7])[CH2:25][CH2:24][CH2:23][CH2:22][CH2:21]1, predict the reactants needed to synthesize it. The reactants are: Br[CH2:2][CH2:3][CH2:4][Si:5]([CH2:11][CH2:12][CH3:13])([CH2:8][CH2:9][CH3:10])[O:6][CH3:7].C(=O)([O-])[O-].[K+].[K+].[NH:20]1[CH2:25][CH2:24][CH2:23][CH2:22][CH2:21]1. (2) Given the product [Si:41]([O:40][C@H:17]([C@H:9]1[CH2:10][C@@H:11]([O:13][CH2:14][CH2:15][CH3:16])[CH2:12][N:8]1[C:6]([O:5][C:1]([CH3:2])([CH3:4])[CH3:3])=[O:7])[C@@H:18]([NH:28][C:29](=[O:30])[C:83]1[CH:82]=[CH:87][CH:86]=[C:85]([C:88](=[O:64])[NH2:90])[CH:84]=1)[CH2:19][C:20]1[CH:25]=[C:24]([F:26])[CH:23]=[C:22]([F:27])[CH:21]=1)([C:44]([CH3:47])([CH3:45])[CH3:46])([CH3:43])[CH3:42], predict the reactants needed to synthesize it. The reactants are: [C:1]([O:5][C:6]([N:8]1[CH2:12][C@H:11]([O:13][CH2:14][CH2:15][CH3:16])[CH2:10][C@@H:9]1[C@@H:17]([O:40][Si:41]([C:44]([CH3:47])([CH3:46])[CH3:45])([CH3:43])[CH3:42])[C@@H:18]([NH:28][C:29](C1C=C(C=CC=1)C(O)=O)=[O:30])[CH2:19][C:20]1[CH:25]=[C:24]([F:26])[CH:23]=[C:22]([F:27])[CH:21]=1)=[O:7])([CH3:4])([CH3:3])[CH3:2].CCN(C(C)C)C(C)C.CN(C([O:64]N1N=NC2C=CC=NC1=2)=[N+](C)C)C.F[P-](F)(F)(F)(F)F.F[C:82]1[CH:87]=[CH:86][C:85]([CH:88]([NH2:90])C)=[CH:84][CH:83]=1. (3) Given the product [OH:9][CH2:8][CH2:10][N:11]1[CH:6]([C:2]2[S:1][CH:5]=[CH:4][CH:3]=2)[CH:13]([C:12]([NH:29][C:28]2[CH:30]=[CH:31][CH:32]=[C:26]([O:25][CH3:24])[CH:27]=2)=[O:23])[C:14]2[C:15](=[CH:19][CH:20]=[CH:21][CH:22]=2)[C:16]1=[O:18], predict the reactants needed to synthesize it. The reactants are: [S:1]1[CH:5]=[CH:4][CH:3]=[C:2]1[CH:6]=O.[CH2:8]([CH2:10][NH2:11])[OH:9].[C:12]1(=[O:23])[O:18][C:16](=O)[C:15]2=[CH:19][CH:20]=[CH:21][CH:22]=[C:14]2[CH2:13]1.[CH3:24][O:25][C:26]1[CH:27]=[C:28]([CH:30]=[CH:31][CH:32]=1)[NH2:29]. (4) Given the product [Cl:1][C:2]1[CH:3]=[C:4]([C:9]([O:11][CH3:12])=[O:10])[CH:5]=[N:6][C:7]=1[C:13]#[N:14], predict the reactants needed to synthesize it. The reactants are: [Cl:1][C:2]1[CH:3]=[C:4]([C:9]([O:11][CH3:12])=[O:10])[CH:5]=[N:6][C:7]=1Cl.[C-:13]#[N:14].[Na+]. (5) Given the product [C:20]1([C:42]2[CH:43]=[CH:44][CH:45]=[CH:46][CH:47]=2)[CH:25]=[CH:24][CH:23]=[CH:22][C:21]=1[N:26]([C:27]1[CH:39]=[CH:38][C:37]2[C:36]3[C:31](=[CH:32][CH:33]=[CH:34][CH:35]=3)[C:30]([CH3:40])([CH3:41])[C:29]=2[CH:28]=1)[C:49]1[C:61]2[C:60]3[C:55](=[CH:56][CH:57]=[CH:58][CH:59]=3)[C:54]3([C:73]4[CH:72]=[CH:71][CH:70]=[CH:69][C:68]=4[C:67]4[C:62]3=[CH:63][CH:64]=[CH:65][CH:66]=4)[C:53]=2[CH:52]=[CH:51][CH:50]=1, predict the reactants needed to synthesize it. The reactants are: C(P(C(C)(C)C)C(C)(C)C)(C)(C)C.CC(C)([O-])C.[Na+].[C:20]1([C:42]2[CH:47]=[CH:46][CH:45]=[CH:44][CH:43]=2)[CH:25]=[CH:24][CH:23]=[CH:22][C:21]=1[NH:26][C:27]1[CH:39]=[CH:38][C:37]2[C:36]3[C:31](=[CH:32][CH:33]=[CH:34][CH:35]=3)[C:30]([CH3:41])([CH3:40])[C:29]=2[CH:28]=1.Br[C:49]1[C:61]2[C:60]3[C:55](=[CH:56][CH:57]=[CH:58][CH:59]=3)[C:54]3([C:73]4[CH:72]=[CH:71][CH:70]=[CH:69][C:68]=4[C:67]4[C:62]3=[CH:63][CH:64]=[CH:65][CH:66]=4)[C:53]=2[CH:52]=[CH:51][CH:50]=1. (6) Given the product [NH2:46][C:47]1[N:48]=[CH:49][C:50]([C:34]2[N:3]=[N:2][N:1]([C:4]3[CH:5]=[C:6]([CH:27]=[CH:28][C:29]=3[CH3:30])[C:7]([NH:9][C:10]3[CH:15]=[C:14]([C:16]([CH3:18])([CH3:19])[CH3:17])[CH:13]=[C:12]([NH:20][S:21]([CH3:24])(=[O:22])=[O:23])[C:11]=3[O:25][CH3:26])=[O:8])[CH:35]=2)=[CH:51][CH:52]=1, predict the reactants needed to synthesize it. The reactants are: [N:1]([C:4]1[CH:5]=[C:6]([CH:27]=[CH:28][C:29]=1[CH3:30])[C:7]([NH:9][C:10]1[CH:15]=[C:14]([C:16]([CH3:19])([CH3:18])[CH3:17])[CH:13]=[C:12]([NH:20][S:21]([CH3:24])(=[O:23])=[O:22])[C:11]=1[O:25][CH3:26])=[O:8])=[N+:2]=[N-:3].[OH-].[Na+].O=[C:34]1O[C@H]([C@H](CO)O)C([O-])=[C:35]1O.[Na+].[NH2:46][C:47]1[CH:52]=[C:51](C#C)[CH:50]=[CH:49][N:48]=1. (7) Given the product [CH2:1]([O:3][C:4](=[O:19])[CH:5]([C:6]1[C:15]2[C:10](=[CH:11][CH:12]=[C:13]([O:16][CH3:17])[N:14]=2)[N:9]=[CH:8][C:7]=1[F:18])[CH2:21][C:22]#[N:23])[CH3:2], predict the reactants needed to synthesize it. The reactants are: [CH2:1]([O:3][C:4](=[O:19])[CH2:5][C:6]1[C:15]2[C:10](=[CH:11][CH:12]=[C:13]([O:16][CH3:17])[N:14]=2)[N:9]=[CH:8][C:7]=1[F:18])[CH3:2].Br[CH2:21][C:22]#[N:23].O. (8) The reactants are: Br[CH2:2][C:3]1[C:7]2[N:8]=[C:9]([N:14]3[CH:18]=[C:17]([C:19]([O:21][CH2:22][CH3:23])=[O:20])[CH:16]=[N:15]3)[N:10]=[C:11]([O:12][CH3:13])[C:6]=2[N:5]([CH3:24])[N:4]=1.[C:25]1(B(O)O)[CH:30]=[CH:29][CH:28]=[CH:27][CH:26]=1.P([O-])([O-])([O-])=O.[K+].[K+].[K+].S([O-])([O-])(=O)=O.[Na+].[Na+]. Given the product [CH2:2]([C:3]1[C:7]2[N:8]=[C:9]([N:14]3[CH:18]=[C:17]([C:19]([O:21][CH2:22][CH3:23])=[O:20])[CH:16]=[N:15]3)[N:10]=[C:11]([O:12][CH3:13])[C:6]=2[N:5]([CH3:24])[N:4]=1)[C:25]1[CH:30]=[CH:29][CH:28]=[CH:27][CH:26]=1, predict the reactants needed to synthesize it.